The task is: Regression. Given two drug SMILES strings and cell line genomic features, predict the synergy score measuring deviation from expected non-interaction effect.. This data is from NCI-60 drug combinations with 297,098 pairs across 59 cell lines. (1) Drug 1: CC(C)CN1C=NC2=C1C3=CC=CC=C3N=C2N. Drug 2: CC1CCCC2(C(O2)CC(NC(=O)CC(C(C(=O)C(C1O)C)(C)C)O)C(=CC3=CSC(=N3)C)C)C. Cell line: RXF 393. Synergy scores: CSS=25.5, Synergy_ZIP=6.12, Synergy_Bliss=2.53, Synergy_Loewe=-4.29, Synergy_HSA=1.25. (2) Drug 1: C1CNP(=O)(OC1)N(CCCl)CCCl. Drug 2: COCCOC1=C(C=C2C(=C1)C(=NC=N2)NC3=CC=CC(=C3)C#C)OCCOC.Cl. Cell line: SN12C. Synergy scores: CSS=-4.84, Synergy_ZIP=5.80, Synergy_Bliss=3.77, Synergy_Loewe=-17.1, Synergy_HSA=-12.4.